Dataset: Forward reaction prediction with 1.9M reactions from USPTO patents (1976-2016). Task: Predict the product of the given reaction. (1) Given the reactants [Cl:1][C:2]1[CH:3]=[C:4](/[CH:9]=[CH:10]/[C:11]([N:13]2[CH2:19][CH2:18][C:17](=[O:20])[N:16]([CH2:21][CH2:22][CH2:23][O:24]C3CCCCO3)[CH2:15][CH2:14]2)=[O:12])[CH:5]=[CH:6][C:7]=1[Cl:8].C1(C)C=CC(S([O-])(=O)=O)=CC=1.[NH+]1C=CC=CC=1, predict the reaction product. The product is: [Cl:1][C:2]1[CH:3]=[C:4](/[CH:9]=[CH:10]/[C:11]([N:13]2[CH2:19][CH2:18][C:17](=[O:20])[N:16]([CH2:21][CH2:22][CH2:23][OH:24])[CH2:15][CH2:14]2)=[O:12])[CH:5]=[CH:6][C:7]=1[Cl:8]. (2) Given the reactants [OH:1][C:2]1[CH:7]=[CH:6][N:5]2[N:8]=[C:9]([C:21]3[CH:26]=[CH:25][CH:24]=[CH:23][CH:22]=3)[C:10]([C:11]3[CH:12]=[CH:13][C:14](=[O:20])[N:15]([CH:17]([CH3:19])[CH3:18])[N:16]=3)=[C:4]2[CH:3]=1.N1C(C)=CC=CC=1C.[F:35][C:36]([F:49])([F:48])[S:37](O[S:37]([C:36]([F:49])([F:48])[F:35])(=[O:39])=[O:38])(=[O:39])=[O:38], predict the reaction product. The product is: [O:20]=[C:14]1[CH:13]=[CH:12][C:11]([C:10]2[C:9]([C:21]3[CH:22]=[CH:23][CH:24]=[CH:25][CH:26]=3)=[N:8][N:5]3[CH:6]=[CH:7][C:2]([O:1][S:37]([C:36]([F:49])([F:48])[F:35])(=[O:39])=[O:38])=[CH:3][C:4]=23)=[N:16][N:15]1[CH:17]([CH3:19])[CH3:18]. (3) Given the reactants [C:1]([CH2:3][O:4][C:5]1[CH:6]=[C:7]2[C:12](=[CH:13][CH:14]=1)[N:11]=[CH:10][CH:9]=[C:8]2[S:15][C:16]1([C:20]([O:22]CC)=[O:21])[CH2:19][CH2:18][CH2:17]1)#N.[OH-:25].[Na+].[O:27]1[CH2:31]CCC1, predict the reaction product. The product is: [CH3:31][O:27][C:1](=[O:25])[CH2:3][O:4][C:5]1[CH:6]=[C:7]2[C:12](=[CH:13][CH:14]=1)[N:11]=[CH:10][CH:9]=[C:8]2[S:15][C:16]1([C:20]([OH:22])=[O:21])[CH2:19][CH2:18][CH2:17]1. (4) Given the reactants Cl[C:2]1[C:7]([C:8]([F:11])([F:10])[F:9])=[CH:6][CH:5]=[CH:4][N:3]=1.[OH:12][C:13]1[CH:18]=[CH:17][C:16]([C:19]([O:21][CH3:22])=[O:20])=[CH:15][CH:14]=1.C(=O)([O-])[O-].[K+].[K+].O, predict the reaction product. The product is: [F:9][C:8]([F:11])([F:10])[C:7]1[C:2]([O:12][C:13]2[CH:14]=[CH:15][C:16]([C:19]([O:21][CH3:22])=[O:20])=[CH:17][CH:18]=2)=[N:3][CH:4]=[CH:5][CH:6]=1. (5) Given the reactants [F:1][C:2]1[C:3]2[CH2:33][NH:32][C:31](=[O:34])[C:4]=2[C:5]([NH:23][C:24]2[CH:25]=[C:26]([CH3:30])[CH:27]=[CH:28][CH:29]=2)=[N:6][C:7]=1[NH:8][C@@H:9]1[CH2:14][CH2:13][CH2:12][CH2:11][C@@H:10]1[NH:15]C(=O)OC(C)(C)C.C(O)(C(F)(F)F)=O, predict the reaction product. The product is: [NH2:15][C@H:10]1[CH2:11][CH2:12][CH2:13][CH2:14][C@H:9]1[NH:8][C:7]1[N:6]=[C:5]([NH:23][C:24]2[CH:25]=[C:26]([CH3:30])[CH:27]=[CH:28][CH:29]=2)[C:4]2[C:31](=[O:34])[NH:32][CH2:33][C:3]=2[C:2]=1[F:1]. (6) Given the reactants [OH:1][CH2:2][CH2:3][C:4]1[CH:9]=[CH:8][C:7]([NH:10][C:11](=[O:16])[O:12][CH2:13][CH2:14]Cl)=[CH:6][CH:5]=1.[OH-].[K+].O, predict the reaction product. The product is: [OH:1][CH2:2][CH2:3][C:4]1[CH:9]=[CH:8][C:7]([N:10]2[CH2:14][CH2:13][O:12][C:11]2=[O:16])=[CH:6][CH:5]=1. (7) Given the reactants C([O:3][CH2:4][CH2:5][O:6][NH:7][C:8]([C:10]1[C:28]([NH:29][C:30]2[CH:35]=[CH:34][C:33]([I:36])=[CH:32][C:31]=2[Cl:37])=[C:27]([F:38])[C:13]2[N:14]=[CH:15][N:16]([CH2:17][CH2:18][CH2:19][CH2:20][N:21]3[CH2:26][CH2:25][O:24][CH2:23][CH2:22]3)[C:12]=2[CH:11]=1)=[O:9])=C.Cl, predict the reaction product. The product is: [OH:3][CH2:4][CH2:5][O:6][NH:7][C:8]([C:10]1[C:28]([NH:29][C:30]2[CH:35]=[CH:34][C:33]([I:36])=[CH:32][C:31]=2[Cl:37])=[C:27]([F:38])[C:13]2[N:14]=[CH:15][N:16]([CH2:17][CH2:18][CH2:19][CH2:20][N:21]3[CH2:26][CH2:25][O:24][CH2:23][CH2:22]3)[C:12]=2[CH:11]=1)=[O:9]. (8) Given the reactants ClC1C=CC=C(C(OO)=[O:9])C=1.[C:12]12([CH2:22][CH2:23][N:24]([CH2:37][CH2:38][CH2:39][CH2:40][CH3:41])[C:25]([NH:27][CH2:28][CH2:29][CH2:30][C:31]3[CH:36]=[CH:35][N:34]=[CH:33][CH:32]=3)=[O:26])[CH2:21][CH:16]3[CH2:17][CH:18]([CH2:20][CH:14]([CH2:15]3)[CH2:13]1)[CH2:19]2.[OH-].[Na+], predict the reaction product. The product is: [C:12]12([CH2:22][CH2:23][N:24]([CH2:37][CH2:38][CH2:39][CH2:40][CH3:41])[C:25](=[O:26])[NH:27][CH2:28][CH2:29][CH2:30][C:31]3[CH:32]=[CH:33][N+:34]([O-:9])=[CH:35][CH:36]=3)[CH2:13][CH:14]3[CH2:15][CH:16]([CH2:17][CH:18]([CH2:20]3)[CH2:19]1)[CH2:21]2.